This data is from Full USPTO retrosynthesis dataset with 1.9M reactions from patents (1976-2016). The task is: Predict the reactants needed to synthesize the given product. (1) Given the product [C:1]([NH:4][CH:5]([CH2:10][C:11]1[CH:16]=[CH:15][C:14]([B:18]2[O:22][C:21]([CH3:24])([CH3:23])[C:20]([CH3:26])([CH3:25])[O:19]2)=[CH:13][CH:12]=1)[C:6]([O:8][CH3:9])=[O:7])(=[O:3])[CH3:2], predict the reactants needed to synthesize it. The reactants are: [C:1]([NH:4][CH:5]([CH2:10][C:11]1[CH:16]=[CH:15][C:14](Br)=[CH:13][CH:12]=1)[C:6]([O:8][CH3:9])=[O:7])(=[O:3])[CH3:2].[B:18]1([B:18]2[O:22][C:21]([CH3:24])([CH3:23])[C:20]([CH3:26])([CH3:25])[O:19]2)[O:22][C:21]([CH3:24])([CH3:23])[C:20]([CH3:26])([CH3:25])[O:19]1. (2) Given the product [F:2][C:3]1[CH:8]=[CH:7][C:6]([NH:9][C:10]2[CH:15]=[CH:14][N:13]=[C:12]([NH:16][C:17]3[CH:22]=[CH:21][C:20]([S:23]([NH:40][CH:37]4[CH2:38][CH2:39][N:34]([CH2:33][CH2:32][S:29]([CH3:28])(=[O:31])=[O:30])[CH2:35][CH2:36]4)(=[O:25])=[O:24])=[CH:19][CH:18]=3)[N:11]=2)=[CH:5][CH:4]=1, predict the reactants needed to synthesize it. The reactants are: Cl.[F:2][C:3]1[CH:8]=[CH:7][C:6]([NH:9][C:10]2[CH:15]=[CH:14][N:13]=[C:12]([NH:16][C:17]3[CH:22]=[CH:21][C:20]([S:23](Cl)(=[O:25])=[O:24])=[CH:19][CH:18]=3)[N:11]=2)=[CH:5][CH:4]=1.Cl.[CH3:28][S:29]([CH2:32][CH2:33][N:34]1[CH2:39][CH2:38][CH:37]([NH2:40])[CH2:36][CH2:35]1)(=[O:31])=[O:30].